From a dataset of Full USPTO retrosynthesis dataset with 1.9M reactions from patents (1976-2016). Predict the reactants needed to synthesize the given product. (1) Given the product [NH2:1][C:2]1[CH:28]=[CH:27][C:5]([O:6][C:7]2[CH:16]=[C:15]3[C:10]([CH:11]=[C:12]([C:21]([OH:23])=[O:22])[CH:13]([C:17]([F:20])([F:18])[F:19])[O:14]3)=[CH:9][C:8]=2[Cl:26])=[C:4]([F:29])[CH:3]=1, predict the reactants needed to synthesize it. The reactants are: [NH2:1][C:2]1[CH:28]=[CH:27][C:5]([O:6][C:7]2[CH:16]=[C:15]3[C:10]([CH:11]=[C:12]([C:21]([O:23]CC)=[O:22])[CH:13]([C:17]([F:20])([F:19])[F:18])[O:14]3)=[CH:9][C:8]=2[Cl:26])=[C:4]([F:29])[CH:3]=1.[OH-].[Na+].Cl. (2) Given the product [CH2:30]([O:32][C:33](=[O:37])[CH2:34][N:35]([C:11](=[O:13])[CH2:10][N:8]([C:6]([O:5][C:1]([CH3:2])([CH3:3])[CH3:4])=[O:7])[CH3:9])[CH3:36])[CH3:31], predict the reactants needed to synthesize it. The reactants are: [C:1]([O:5][C:6]([N:8]([CH2:10][C:11]([OH:13])=O)[CH3:9])=[O:7])([CH3:4])([CH3:3])[CH3:2].CCN(CC)CC.ClC(OCC(C)C)=O.Cl.[CH2:30]([O:32][C:33](=[O:37])[CH2:34][NH:35][CH3:36])[CH3:31]. (3) Given the product [F:1][C:2]1[CH:3]=[CH:4][C:5]([C:8]2[C:12]([C:13]([OH:15])=[O:14])=[CH:11][NH:10][N:9]=2)=[CH:6][CH:7]=1, predict the reactants needed to synthesize it. The reactants are: [F:1][C:2]1[CH:7]=[CH:6][C:5]([C:8]2[C:12]([C:13]([O:15]CC)=[O:14])=[CH:11][NH:10][N:9]=2)=[CH:4][CH:3]=1.[OH-].[Na+]. (4) Given the product [Cl:34][C:29]1[CH:28]=[C:27]([CH2:26][N:14]([CH2:13][C:10]2[CH:11]=[CH:12][C:7]([NH:6][C:5]([C:3]([OH:4])=[O:2])=[O:39])=[C:8]([CH:9]=2)[C:35]([OH:37])=[O:36])[S:15]([C:18]2[CH:23]=[CH:22][CH:21]=[CH:20][C:19]=2[O:24][CH3:25])(=[O:17])=[O:16])[CH:32]=[CH:31][C:30]=1[Cl:33], predict the reactants needed to synthesize it. The reactants are: C[O:2][C:3]([C:5](=[O:39])[NH:6][C:7]1[CH:12]=[CH:11][C:10]([CH2:13][N:14]([CH2:26][C:27]2[CH:32]=[CH:31][C:30]([Cl:33])=[C:29]([Cl:34])[CH:28]=2)[S:15]([C:18]2[CH:23]=[CH:22][CH:21]=[CH:20][C:19]=2[O:24][CH3:25])(=[O:17])=[O:16])=[CH:9][C:8]=1[C:35]([O:37]C)=[O:36])=[O:4].[Li+].[OH-]. (5) The reactants are: [C:1]([OH:14])(=O)[CH2:2][CH2:3][CH2:4][CH2:5][CH2:6][CH2:7][CH2:8][CH2:9][CH2:10][CH2:11][CH3:12].Br[CH2:16][CH2:17][CH2:18][CH2:19][CH2:20][CH2:21][CH2:22][CH2:23][CH2:24][CH2:25][CH2:26][CH2:27]O.[NH:29]1[CH:33]=[CH:32][N:31]=[CH:30]1.O. Given the product [NH:29]1[CH:33]=[CH:32][N:31]=[C:30]1[CH2:12][CH2:11][CH2:10][CH2:9][CH2:8][CH2:7][CH2:6][CH2:5][CH2:4][CH2:3][CH2:2][CH2:1][OH:14].[NH:29]1[CH:33]=[CH:32][N:31]=[C:30]1[CH2:27][CH2:26][CH2:25][CH2:24][CH2:23][CH2:22][CH2:21][CH2:20][CH2:19][CH2:18][CH2:17][CH3:16], predict the reactants needed to synthesize it. (6) Given the product [O:1]=[C:2]1[CH2:11][CH2:10][CH2:9][C:8]2[CH:7]=[C:6]([C:12]([O:14][CH3:20])=[O:13])[CH:5]=[CH:4][C:3]1=2, predict the reactants needed to synthesize it. The reactants are: [O:1]=[C:2]1[CH2:11][CH2:10][CH2:9][C:8]2[CH:7]=[C:6]([C:12]([OH:14])=[O:13])[CH:5]=[CH:4][C:3]1=2.S(=O)(=O)(O)O.[CH3:20]O. (7) Given the product [F:1][C:2]1[CH:7]=[C:6]([F:8])[CH:5]=[CH:4][C:3]=1[C@@H:9]([N:13]1[C@H:18]([CH2:19][CH:20]([CH3:22])[CH3:21])[C:17](=[O:23])[NH:16][C@H:15]([CH:24]2[CH2:25][C:26]3[C:31](=[CH:30][CH:29]=[CH:28][CH:27]=3)[CH2:32]2)[C:14]1=[O:33])[C:10]([N:39]([CH3:34])[CH3:37])=[O:12], predict the reactants needed to synthesize it. The reactants are: [F:1][C:2]1[CH:7]=[C:6]([F:8])[CH:5]=[CH:4][C:3]=1[CH:9]([N:13]1[C@H:18]([CH2:19][CH:20]([CH3:22])[CH3:21])[C:17](=[O:23])[NH:16][C@H:15]([CH:24]2[CH2:32][C:31]3[C:26](=[CH:27][CH:28]=[CH:29][CH:30]=3)[CH2:25]2)[C:14]1=[O:33])[C:10]([OH:12])=O.[CH2:34]1[N:39](P(Cl)(N2C(=O)OCC2)=O)[C:37](=O)OC1.C(N(CC)CC)C.CNC.